From a dataset of Catalyst prediction with 721,799 reactions and 888 catalyst types from USPTO. Predict which catalyst facilitates the given reaction. (1) Reactant: Cl[C:2]1[N:7]=[C:6]([NH:8][C:9]2[NH:10][N:11]=[C:12]([CH:14]3[CH2:16][CH2:15]3)[CH:13]=2)[N:5]=[C:4]([NH:17][C:18]2[CH:26]=[C:25]3[C:21]([C:22](=[O:27])[NH:23][NH:24]3)=[CH:20][CH:19]=2)[N:3]=1.Cl.[CH3:29][O-:30].[Na+]. Product: [CH:14]1([C:12]2[CH:13]=[C:9]([NH:8][C:6]3[N:7]=[C:2]([O:30][CH3:29])[N:3]=[C:4]([NH:17][C:18]4[CH:26]=[C:25]5[C:21]([C:22](=[O:27])[NH:23][NH:24]5)=[CH:20][CH:19]=4)[N:5]=3)[NH:10][N:11]=2)[CH2:16][CH2:15]1. The catalyst class is: 5. (2) Reactant: [H-].[Na+].[CH3:3][CH:4]1[CH2:9][CH2:8][N:7]([C:10]([C:12]2[CH:20]=[CH:19][C:18]3[NH:17][C:16]4[CH2:21][CH2:22][N:23]([CH:25]5[CH2:30][CH2:29][O:28][CH2:27][CH2:26]5)[CH2:24][C:15]=4[C:14]=3[CH:13]=2)=[O:11])[CH2:6][CH2:5]1.[CH3:31][C:32]1[O:36][N:35]=[CH:34][C:33]=1[S:37](Cl)(=[O:39])=[O:38]. Product: [CH3:31][C:32]1[O:36][N:35]=[CH:34][C:33]=1[S:37]([N:17]1[C:18]2[CH:19]=[CH:20][C:12]([C:10]([N:7]3[CH2:6][CH2:5][CH:4]([CH3:3])[CH2:9][CH2:8]3)=[O:11])=[CH:13][C:14]=2[C:15]2[CH2:24][N:23]([CH:25]3[CH2:26][CH2:27][O:28][CH2:29][CH2:30]3)[CH2:22][CH2:21][C:16]1=2)(=[O:39])=[O:38]. The catalyst class is: 3. (3) Reactant: Br[C:2]1[CH:3]=[C:4]2[C:9](=[CH:10][CH:11]=1)[N:8]=[CH:7][C:6]([C:12](=[O:14])[CH3:13])=[C:5]2[NH:15][C@H:16]1[CH2:21][CH2:20][C@H:19]([CH2:22][CH2:23][N:24]([CH3:26])[CH3:25])[CH2:18][CH2:17]1.[Cl:27][C:28]1[CH:33]=[C:32](B2OC(C)(C)C(C)(C)O2)[CH:31]=[C:30]([Cl:43])[C:29]=1[OH:44].Cl. Product: [ClH:27].[Cl:27][C:28]1[CH:33]=[C:32]([C:2]2[CH:3]=[C:4]3[C:9](=[CH:10][CH:11]=2)[N:8]=[CH:7][C:6]([C:12](=[O:14])[CH3:13])=[C:5]3[NH:15][C@H:16]2[CH2:21][CH2:20][C@H:19]([CH2:22][CH2:23][N:24]([CH3:26])[CH3:25])[CH2:18][CH2:17]2)[CH:31]=[C:30]([Cl:43])[C:29]=1[OH:44]. The catalyst class is: 5. (4) Reactant: [Br:1][C:2]1[CH:7]=[CH:6][CH:5]=[C:4]([F:8])[C:3]=1[OH:9].CCN(C(C)C)C(C)C.Cl[CH2:20][O:21][CH3:22]. Product: [Br:1][C:2]1[CH:7]=[CH:6][CH:5]=[C:4]([F:8])[C:3]=1[O:9][CH2:20][O:21][CH3:22]. The catalyst class is: 2. (5) Reactant: [NH2:1][C:2]1[C:11](I)=[CH:10][C:5]([C:6]([O:8][CH3:9])=[O:7])=[C:4]([C:13]([F:16])([F:15])[F:14])[CH:3]=1.[Cl-].C[Zn+].[CH2:20]1COCC1.C(Cl)Cl. Product: [NH2:1][C:2]1[C:11]([CH3:20])=[CH:10][C:5]([C:6]([O:8][CH3:9])=[O:7])=[C:4]([C:13]([F:16])([F:15])[F:14])[CH:3]=1. The catalyst class is: 800.